This data is from NCI-60 drug combinations with 297,098 pairs across 59 cell lines. The task is: Regression. Given two drug SMILES strings and cell line genomic features, predict the synergy score measuring deviation from expected non-interaction effect. (1) Drug 1: CCCS(=O)(=O)NC1=C(C(=C(C=C1)F)C(=O)C2=CNC3=C2C=C(C=N3)C4=CC=C(C=C4)Cl)F. Drug 2: C(CN)CNCCSP(=O)(O)O. Cell line: SK-MEL-28. Synergy scores: CSS=6.91, Synergy_ZIP=-16.2, Synergy_Bliss=-29.1, Synergy_Loewe=-44.3, Synergy_HSA=-29.6. (2) Drug 1: CC1OCC2C(O1)C(C(C(O2)OC3C4COC(=O)C4C(C5=CC6=C(C=C35)OCO6)C7=CC(=C(C(=C7)OC)O)OC)O)O. Drug 2: CN1C(=O)N2C=NC(=C2N=N1)C(=O)N. Cell line: DU-145. Synergy scores: CSS=8.07, Synergy_ZIP=1.07, Synergy_Bliss=-0.0204, Synergy_Loewe=-31.0, Synergy_HSA=-3.36. (3) Drug 1: CC1=CC=C(C=C1)C2=CC(=NN2C3=CC=C(C=C3)S(=O)(=O)N)C(F)(F)F. Drug 2: C1=NC2=C(N=C(N=C2N1C3C(C(C(O3)CO)O)O)F)N. Cell line: NCI/ADR-RES. Synergy scores: CSS=19.2, Synergy_ZIP=-1.09, Synergy_Bliss=-1.95, Synergy_Loewe=-20.2, Synergy_HSA=-2.18. (4) Drug 1: CC1=C(C(=CC=C1)Cl)NC(=O)C2=CN=C(S2)NC3=CC(=NC(=N3)C)N4CCN(CC4)CCO. Cell line: OVCAR3. Drug 2: CN(C(=O)NC(C=O)C(C(C(CO)O)O)O)N=O. Synergy scores: CSS=1.65, Synergy_ZIP=-4.42, Synergy_Bliss=-3.48, Synergy_Loewe=-11.2, Synergy_HSA=-3.80.